This data is from Catalyst prediction with 721,799 reactions and 888 catalyst types from USPTO. The task is: Predict which catalyst facilitates the given reaction. (1) Reactant: [CH3:1][Mg]Cl.[CH3:4][C:5](=[O:26])[C@@H:6]1[C@:23]2([CH3:24])[C@H:9]([C@H:10]3[C@H:20]([CH2:21][CH2:22]2)[C@:18]2([CH3:19])[C@H:13]([CH2:14][C:15](=[O:25])[CH2:16][CH2:17]2)[CH2:12][CH2:11]3)[CH2:8][CH2:7]1. Product: [CH3:4][C:5]([C@@H:6]1[C@@:23]2([CH3:24])[CH2:22][CH2:21][C@@H:20]3[C@@:18]4([CH3:19])[CH2:17][CH2:16][C@:15]([OH:25])([CH3:1])[CH2:14][C@@H:13]4[CH2:12][CH2:11][C@H:10]3[C@@H:9]2[CH2:8][CH2:7]1)=[O:26]. The catalyst class is: 7. (2) Reactant: [NH2:1][C:2]1[CH:3]=[C:4]([C:8]2[CH2:13][CH2:12][N:11]([CH2:14][CH2:15][N:16]([CH3:24])[C:17](=[O:23])[O:18][C:19]([CH3:22])([CH3:21])[CH3:20])[CH2:10][CH:9]=2)[CH:5]=[CH:6][CH:7]=1.[C:25](O)(=[O:34])[C:26]1[C:27]([O:32][CH3:33])=[CH:28][CH:29]=[CH:30][CH:31]=1.C(N=C=NC(C)C)(C)C. Product: [CH3:33][O:32][C:27]1[CH:28]=[CH:29][CH:30]=[CH:31][C:26]=1[C:25]([NH:1][C:2]1[CH:3]=[C:4]([CH:8]2[CH2:13][CH2:12][N:11]([CH2:14][CH2:15][N:16]([CH3:24])[C:17](=[O:23])[O:18][C:19]([CH3:20])([CH3:21])[CH3:22])[CH2:10][CH2:9]2)[CH:5]=[CH:6][CH:7]=1)=[O:34]. The catalyst class is: 2.